From a dataset of Peptide-MHC class II binding affinity with 134,281 pairs from IEDB. Regression. Given a peptide amino acid sequence and an MHC pseudo amino acid sequence, predict their binding affinity value. This is MHC class II binding data. (1) The peptide sequence is KEDFLGSLVKEIPPRLLYAK. The MHC is DRB1_1501 with pseudo-sequence DRB1_1501. The binding affinity (normalized) is 0.811. (2) The peptide sequence is ATISATPESATPFPH. The MHC is HLA-DQA10201-DQB10202 with pseudo-sequence HLA-DQA10201-DQB10202. The binding affinity (normalized) is 0.0444.